Dataset: Peptide-MHC class II binding affinity with 134,281 pairs from IEDB. Task: Regression. Given a peptide amino acid sequence and an MHC pseudo amino acid sequence, predict their binding affinity value. This is MHC class II binding data. The peptide sequence is YDKFLANSSTVLTGK. The MHC is DRB1_0405 with pseudo-sequence DRB1_0405. The binding affinity (normalized) is 0.562.